This data is from Reaction yield outcomes from USPTO patents with 853,638 reactions. The task is: Predict the reaction yield, written as a fraction of the theoretical maximum amount of product (1.0 means a 100% yield; for example, 0.34 means a 34% yield). (1) The reactants are [Cl:1][C:2]1[C:7]([Cl:8])=[CH:6][N:5]=[N:4][C:3]=1[OH:9].[CH3:10][N:11]([C:15]1[CH:20]=[CH:19][CH:18]=[CH:17][CH:16]=1)[C:12](Cl)=[O:13].C(N(CC)CC)C. The catalyst is O1CCCC1. The product is [Cl:1][C:2]1[C:7]([Cl:8])=[CH:6][N:5]=[N:4][C:3]=1[O:9][C:12](=[O:13])[N:11]([CH3:10])[C:15]1[CH:20]=[CH:19][CH:18]=[CH:17][CH:16]=1. The yield is 0.140. (2) The reactants are Br[CH:2]([CH:7](Br)[C:8]1[CH:9]=[C:10]2[C:15](=[CH:16][CH:17]=1)[N:14]=[CH:13][CH:12]=[C:11]2[C:18]1[CH:23]=[CH:22][N:21]=[CH:20][CH:19]=1)[C:3]([O:5][CH3:6])=[O:4].[OH-].[K+].[CH2:27](O)C. No catalyst specified. The product is [N:21]1[CH:22]=[CH:23][C:18]([C:11]2[C:10]3[C:15](=[CH:16][CH:17]=[C:8]([C:7]#[C:2][C:3]([O:5][CH2:6][CH3:27])=[O:4])[CH:9]=3)[N:14]=[CH:13][CH:12]=2)=[CH:19][CH:20]=1. The yield is 0.600. (3) The reactants are Br[C:2]1[C:10]2[O:9][CH:8]([CH2:11][NH:12][C:13](=[O:15])[O-:14])[CH2:7][C:6]=2[CH:5]=[CH:4][CH:3]=1.[Cl:16][C:17]1[CH:22]=[CH:21][C:20]([Cl:23])=[CH:19][C:18]=1B(O)O.[CH3:27][C:28]1[CH:33]=[CH:32][C:31](S(OCC2[CH2:27][C:28]3[C:33](C4C=CC=CC=4)=[CH:32][CH:31]=[CH:30][C:29]=3O2)(=O)=O)=[CH:30][CH:29]=1. No catalyst specified. The product is [Cl:16][C:17]1[CH:22]=[CH:21][C:20]([Cl:23])=[CH:19][C:18]=1[C:2]1[C:10]2[O:9][CH:8]([CH2:11][NH:12][C:13](=[O:15])[O:14][CH2:27][C:28]3[CH:33]=[CH:32][CH:31]=[CH:30][CH:29]=3)[CH2:7][C:6]=2[CH:5]=[CH:4][CH:3]=1. The yield is 0.270.